Dataset: Full USPTO retrosynthesis dataset with 1.9M reactions from patents (1976-2016). Task: Predict the reactants needed to synthesize the given product. (1) Given the product [O:1]1[CH:6]=[CH:5][CH2:4][CH2:3][CH:2]1[C:7]([C:9]1[C:14]([NH2:15])=[C:13]([NH2:18])[N:12]=[C:11]([C:19]2[CH:24]=[CH:23][CH:22]=[C:21]([OH:25])[CH:20]=2)[N:10]=1)=[O:8], predict the reactants needed to synthesize it. The reactants are: [O:1]1[CH:6]=[CH:5][CH2:4][CH2:3][CH:2]1[C:7]([C:9]1[C:14]([N+:15]([O-])=O)=[C:13]([NH2:18])[N:12]=[C:11]([C:19]2[CH:24]=[CH:23][CH:22]=[C:21]([OH:25])[CH:20]=2)[N:10]=1)=[O:8].NN. (2) The reactants are: [NH2:1][CH2:2][CH:3]1[CH2:8][CH2:7][N:6]([C:9]2[C:14]([NH:15][C:16](=[O:24])[C:17]3[CH:22]=[CH:21][CH:20]=[C:19]([Cl:23])[CH:18]=3)=[CH:13][C:12]([S:25]([CH3:28])(=[O:27])=[O:26])=[CH:11][N:10]=2)[CH2:5][CH2:4]1.C(=O)([O-])[O-].[Na+].[Na+].[C:35]1([CH2:41][S:42](Cl)(=[O:44])=[O:43])[CH:40]=[CH:39][CH:38]=[CH:37][CH:36]=1. Given the product [CH2:41]([S:42]([NH:1][CH2:2][CH:3]1[CH2:4][CH2:5][N:6]([C:9]2[C:14]([NH:15][C:16](=[O:24])[C:17]3[CH:22]=[CH:21][CH:20]=[C:19]([Cl:23])[CH:18]=3)=[CH:13][C:12]([S:25]([CH3:28])(=[O:26])=[O:27])=[CH:11][N:10]=2)[CH2:7][CH2:8]1)(=[O:44])=[O:43])[C:35]1[CH:40]=[CH:39][CH:38]=[CH:37][CH:36]=1, predict the reactants needed to synthesize it. (3) Given the product [CH2:12]([O:14][CH2:15][O:1][C:2]1[CH:7]=[C:6]([CH3:8])[CH:5]=[CH:4][C:3]=1[C:9](=[O:11])[CH3:10])[CH3:13], predict the reactants needed to synthesize it. The reactants are: [OH:1][C:2]1[CH:7]=[C:6]([CH3:8])[CH:5]=[CH:4][C:3]=1[C:9](=[O:11])[CH3:10].[CH2:12]([O:14][CH2:15]Cl)[CH3:13]. (4) Given the product [CH3:32][O:31][CH2:30][CH2:29][O:28][C:26]1[CH:25]=[CH:24][N:23]2[C:19]([C:16]3[CH:15]=[CH:14][C:13]4[C:18](=[C:9]([O:8][C@@H:7]5[CH2:6][CH2:5][NH:4][CH2:3][C@H:2]5[OH:1])[CH:10]=[CH:11][CH:12]=4)[N:17]=3)=[CH:20][N:21]=[C:22]2[CH:27]=1, predict the reactants needed to synthesize it. The reactants are: [OH:1][C@H:2]1[C@H:7]([O:8][C:9]2[CH:10]=[CH:11][CH:12]=[C:13]3[C:18]=2[N:17]=[C:16]([C:19]2[N:23]4[CH:24]=[CH:25][C:26]([O:28][CH2:29][CH2:30][O:31][CH3:32])=[CH:27][C:22]4=[N:21][CH:20]=2)[CH:15]=[CH:14]3)[CH2:6][CH2:5][N:4](C(OCC2C=CC3C(=CC=CC=3)C=2)=O)[CH2:3]1. (5) Given the product [CH2:16]([C:8]1[CH:9]=[C:10]([CH2:13][C:14]#[N:15])[CH:11]=[CH:12][C:7]=1[C:25]1[CH:26]=[CH:27][C:22]([O:21][CH3:20])=[CH:23][CH:24]=1)[CH3:17], predict the reactants needed to synthesize it. The reactants are: FC(F)(F)S(O[C:7]1[CH:12]=[CH:11][C:10]([CH2:13][C:14]#[N:15])=[CH:9][C:8]=1[CH2:16][CH3:17])(=O)=O.[CH3:20][O:21][C:22]1[CH:27]=[CH:26][C:25](B(O)O)=[CH:24][CH:23]=1.C(=O)([O-])[O-].[Na+].[Na+]. (6) Given the product [NH2:25][C@@H:14]1[CH2:15][CH2:16][CH2:17][C@H:18]([C:19]2[CH:20]=[CH:21][CH:22]=[CH:23][CH:24]=2)[N:12]([CH2:11][CH:8]2[CH2:9][CH2:10]2)[C:13]1=[O:33], predict the reactants needed to synthesize it. The reactants are: FC(F)(F)C(O)=O.[CH:8]1([CH2:11][N:12]2[C@@H:18]([C:19]3[CH:24]=[CH:23][CH:22]=[CH:21][CH:20]=3)[CH2:17][CH2:16][CH2:15][C@@H:14]([NH:25]C(=O)OC(C)(C)C)[C:13]2=[O:33])[CH2:10][CH2:9]1. (7) Given the product [Cl:30][C:24]1[CH:23]=[C:22]([C:19]2[CH:20]=[CH:21][N:17]([CH2:16][CH2:15][NH:14][C:11]([C:8]3[NH:9][N:10]=[C:6]([C:2]4[O:1][CH:5]=[CH:4][CH:3]=4)[CH:7]=3)=[O:13])[N:18]=2)[CH:29]=[CH:28][C:25]=1[C:26]#[N:27], predict the reactants needed to synthesize it. The reactants are: [O:1]1[CH:5]=[CH:4][CH:3]=[C:2]1[C:6]1[CH2:7][C:8]([C:11]([OH:13])=O)=[N:9][N:10]=1.[NH2:14][CH2:15][CH2:16][N:17]1[CH:21]=[CH:20][C:19]([C:22]2[CH:29]=[CH:28][C:25]([C:26]#[N:27])=[C:24]([Cl:30])[CH:23]=2)=[N:18]1. (8) The reactants are: CS(C)=O.[CH3:5][C:6]1[CH:7]=[C:8]([OH:20])[C:9]([C:13]2[C:18]([CH3:19])=[CH:17][CH:16]=[CH:15][N:14]=2)=[N:10][C:11]=1[CH3:12].Cl[C:22]1[C:31]2[C:26](=[CH:27][C:28]([O:34][CH3:35])=[C:29]([O:32][CH3:33])[CH:30]=2)[N:25]=[CH:24][CH:23]=1.C(=O)([O-])[O-].[Cs+].[Cs+]. Given the product [CH3:33][O:32][C:29]1[CH:30]=[C:31]2[C:26](=[CH:27][C:28]=1[O:34][CH3:35])[N:25]=[CH:24][CH:23]=[C:22]2[O:20][C:8]1[C:9]([C:13]2[C:18]([CH3:19])=[CH:17][CH:16]=[CH:15][N:14]=2)=[N:10][C:11]([CH3:12])=[C:6]([CH3:5])[CH:7]=1, predict the reactants needed to synthesize it.